From a dataset of Reaction yield outcomes from USPTO patents with 853,638 reactions. Predict the reaction yield, written as a fraction of the theoretical maximum amount of product (1.0 means a 100% yield; for example, 0.34 means a 34% yield). The reactants are [CH3:1][O:2][C:3]1[CH:8]=[CH:7][C:6]([C@@:9]23[C@@H:18]([OH:19])[CH2:17][CH2:16][CH2:15][C@H:14]2[C@H:13]([CH3:20])[C:12]2([O:24][CH2:23][CH2:22][O:21]2)[CH2:11][CH2:10]3)=[CH:5][CH:4]=1.[Cr](O[Cr]([O-])(=O)=O)([O-])(=O)=O.[NH+]1C=CC=CC=1.[NH+]1C=CC=CC=1.S([O-])([O-])(=O)=O.[Mg+2]. The catalyst is ClCCl. The product is [CH3:1][O:2][C:3]1[CH:8]=[CH:7][C:6]([C@@:9]23[C:18](=[O:19])[CH2:17][CH2:16][CH2:15][C@H:14]2[C@H:13]([CH3:20])[C:12]2([O:21][CH2:22][CH2:23][O:24]2)[CH2:11][CH2:10]3)=[CH:5][CH:4]=1. The yield is 0.520.